Dataset: Forward reaction prediction with 1.9M reactions from USPTO patents (1976-2016). Task: Predict the product of the given reaction. (1) Given the reactants [C:1]([O:5][C:6](=[O:15])[NH:7][CH2:8][CH2:9][C:10]1[N:11]=[CH:12][NH:13][CH:14]=1)([CH3:4])([CH3:3])[CH3:2].[H-].[Na+].[CH3:18]I, predict the reaction product. The product is: [C:1]([O:5][C:6](=[O:15])[NH:7][CH2:8][CH2:9][C:10]1[N:11]=[CH:12][N:13]([CH3:18])[CH:14]=1)([CH3:4])([CH3:2])[CH3:3]. (2) The product is: [CH2:36]([C:38]1[CH:44]=[CH:43][CH:42]=[C:41]([CH2:45][CH3:46])[C:39]=1[NH:40][C:12]([C:11]1[C:7]2[CH2:6][CH2:5][CH2:4][CH2:3][C:2](=[O:1])[C:8]=2[NH:9][N:10]=1)=[O:14])[CH3:37]. Given the reactants [O:1]=[C:2]1[C:8]2[NH:9][N:10]=[C:11]([C:12]([OH:14])=O)[C:7]=2[CH2:6][CH2:5][CH2:4][CH2:3]1.C1C=CC2N(O)N=NC=2C=1.CCN=C=NCCCN(C)C.[CH2:36]([C:38]1[CH:44]=[CH:43][CH:42]=[C:41]([CH2:45][CH3:46])[C:39]=1[NH2:40])[CH3:37].CCN(C(C)C)C(C)C, predict the reaction product. (3) Given the reactants [F:1][C:2]1[CH:11]=[C:10]([F:12])[CH:9]=[C:8]2[C:3]=1[CH:4]=[CH:5][C:6](=[O:13])[NH:7]2.[H-].[Na+].CS(O[CH2:21][CH2:22][N:23]1[CH2:28][CH2:27][C@H:26]([N:29]=[N+:30]=[N-:31])[C@H:25]([OH:32])[CH2:24]1)(=O)=O.C(OC(=O)NC1CCN(CCN2C3C(=CC=C(F)C=3F)C=CC2=O)CC1)(C)(C)C.C(=O)([O-])[O-].[K+].[K+], predict the reaction product. The product is: [N:29]([C@H:26]1[CH2:27][CH2:28][N:23]([CH2:22][CH2:21][N:7]2[C:8]3[C:3](=[C:2]([F:1])[CH:11]=[C:10]([F:12])[CH:9]=3)[CH:4]=[CH:5][C:6]2=[O:13])[CH2:24][C@H:25]1[OH:32])=[N+:30]=[N-:31].